From a dataset of Full USPTO retrosynthesis dataset with 1.9M reactions from patents (1976-2016). Predict the reactants needed to synthesize the given product. (1) Given the product [Cl:1][C:2]1[CH:16]=[CH:15][C:14]([Cl:17])=[CH:13][C:3]=1[C:4]([C:6]1[CH:11]=[CH:10][C:9]([O:18][C:19]2[CH:24]=[CH:23][CH:22]=[CH:21][N:20]=2)=[CH:8][CH:7]=1)=[O:5], predict the reactants needed to synthesize it. The reactants are: [Cl:1][C:2]1[CH:16]=[CH:15][C:14]([Cl:17])=[CH:13][C:3]=1[C:4]([C:6]1[CH:11]=[CH:10][C:9](F)=[CH:8][CH:7]=1)=[O:5].[OH:18][C:19]1[CH:24]=[CH:23][CH:22]=[CH:21][N:20]=1.C(=O)([O-])[O-].[K+].[K+].CN(C)C(=O)C. (2) Given the product [CH3:7][C:8]1[CH:13]=[CH:12][C:11]([S:14]([O:6][C@H:3]2[CH2:4][CH2:5][O:1][CH2:2]2)(=[O:16])=[O:15])=[CH:10][CH:9]=1, predict the reactants needed to synthesize it. The reactants are: [O:1]1[CH2:5][CH2:4][C@H:3]([OH:6])[CH2:2]1.[CH3:7][C:8]1[CH:13]=[CH:12][C:11]([S:14](Cl)(=[O:16])=[O:15])=[CH:10][CH:9]=1. (3) Given the product [Br:16][C:12]1[CH:13]=[CH:14][CH:15]=[C:10]([Cl:9])[C:11]=1[CH:17]([OH:19])[CH3:18], predict the reactants needed to synthesize it. The reactants are: [Li+].CC([N-]C(C)C)C.[Cl:9][C:10]1[CH:11]=[C:12]([Br:16])[CH:13]=[CH:14][CH:15]=1.[CH:17](=[O:19])[CH3:18]. (4) Given the product [CH:15]1([O:20][C:21]2[CH:22]=[C:23]([C:24]3[CH2:14][C:10]4([CH2:11][CH2:12][CH2:13][N:8]([C:6]([O:5][C:1]([CH3:4])([CH3:3])[CH3:2])=[O:7])[CH2:9]4)[O:26][N:25]=3)[CH:27]=[CH:28][C:29]=2[O:30][CH3:31])[CH2:16][CH2:17][CH2:18][CH2:19]1, predict the reactants needed to synthesize it. The reactants are: [C:1]([O:5][C:6]([N:8]1[CH2:13][CH2:12][CH2:11][C:10](=[CH2:14])[CH2:9]1)=[O:7])([CH3:4])([CH3:3])[CH3:2].[CH:15]1([O:20][C:21]2[CH:22]=[C:23]([CH:27]=[CH:28][C:29]=2[O:30][CH3:31])[CH:24]=[N:25][OH:26])[CH2:19][CH2:18][CH2:17][CH2:16]1.Cl[O-].[Na+]. (5) Given the product [C:1]([O:5][C:6](=[O:19])[CH2:7][N:8]1[C:16]2[C:11](=[CH:12][CH:13]=[C:14]([O:17][CH2:27][CH2:26][C:25]3[S:24][C:23]([C:29]4[CH:30]=[CH:31][C:32]([C:35]([F:38])([F:36])[F:37])=[CH:33][CH:34]=4)=[N:22][C:21]=3[CH3:20])[CH:15]=2)[C:10]([Cl:18])=[CH:9]1)([CH3:4])([CH3:2])[CH3:3], predict the reactants needed to synthesize it. The reactants are: [C:1]([O:5][C:6](=[O:19])[CH2:7][N:8]1[C:16]2[C:11](=[CH:12][CH:13]=[C:14]([OH:17])[CH:15]=2)[C:10]([Cl:18])=[CH:9]1)([CH3:4])([CH3:3])[CH3:2].[CH3:20][C:21]1[N:22]=[C:23]([C:29]2[CH:34]=[CH:33][C:32]([C:35]([F:38])([F:37])[F:36])=[CH:31][CH:30]=2)[S:24][C:25]=1[CH2:26][CH2:27]O.C1(P(C2C=CC=CC=2)C2C=CC=CC=2)C=CC=CC=1.N(C(OC(C)(C)C)=O)=NC(OC(C)(C)C)=O. (6) Given the product [CH2:1]([C:3]1[N:13]([CH2:14][C:15]2[CH:16]=[C:17]([CH:28]=[CH:29][CH:30]=2)[C:18]([C:20]2[CH:27]=[CH:26][C:23]([CH2:24][N:52]3[CH2:53][CH2:54][N:49]([CH3:48])[CH2:50][CH2:51]3)=[CH:22][CH:21]=2)=[O:19])[C:6]2=[N:7][C:8]([CH3:12])=[CH:9][C:10]([CH3:11])=[C:5]2[N:4]=1)[CH3:2], predict the reactants needed to synthesize it. The reactants are: [CH2:1]([C:3]1[N:13]([CH2:14][C:15]2[CH:16]=[C:17]([CH:28]=[CH:29][CH:30]=2)[C:18]([C:20]2[CH:27]=[CH:26][C:23]([CH2:24]O)=[CH:22][CH:21]=2)=[O:19])[C:6]2=[N:7][C:8]([CH3:12])=[CH:9][C:10]([CH3:11])=[C:5]2[N:4]=1)[CH3:2].C(N(CC)CC)C.CS(Cl)(=O)=O.C(=O)([O-])O.[Na+].[CH3:48][N:49]1[CH2:54][CH2:53][NH:52][CH2:51][CH2:50]1.